From a dataset of NCI-60 drug combinations with 297,098 pairs across 59 cell lines. Regression. Given two drug SMILES strings and cell line genomic features, predict the synergy score measuring deviation from expected non-interaction effect. (1) Drug 1: CC1=C(C=C(C=C1)NC(=O)C2=CC=C(C=C2)CN3CCN(CC3)C)NC4=NC=CC(=N4)C5=CN=CC=C5. Drug 2: CC1CCC2CC(C(=CC=CC=CC(CC(C(=O)C(C(C(=CC(C(=O)CC(OC(=O)C3CCCCN3C(=O)C(=O)C1(O2)O)C(C)CC4CCC(C(C4)OC)OCCO)C)C)O)OC)C)C)C)OC. Cell line: KM12. Synergy scores: CSS=-0.119, Synergy_ZIP=-0.196, Synergy_Bliss=2.10, Synergy_Loewe=-1.18, Synergy_HSA=-1.03. (2) Drug 1: CN(CCCl)CCCl.Cl. Drug 2: CC1=C(C(=O)C2=C(C1=O)N3CC4C(C3(C2COC(=O)N)OC)N4)N. Cell line: UACC62. Synergy scores: CSS=31.7, Synergy_ZIP=-3.07, Synergy_Bliss=0.00208, Synergy_Loewe=-11.5, Synergy_HSA=2.58. (3) Drug 1: COC1=C(C=C2C(=C1)N=CN=C2NC3=CC(=C(C=C3)F)Cl)OCCCN4CCOCC4. Drug 2: CC1=C2C(C(=O)C3(C(CC4C(C3C(C(C2(C)C)(CC1OC(=O)C(C(C5=CC=CC=C5)NC(=O)OC(C)(C)C)O)O)OC(=O)C6=CC=CC=C6)(CO4)OC(=O)C)O)C)O. Cell line: COLO 205. Synergy scores: CSS=66.4, Synergy_ZIP=5.51, Synergy_Bliss=4.63, Synergy_Loewe=-19.1, Synergy_HSA=7.54. (4) Drug 2: CC12CCC3C(C1CCC2OP(=O)(O)O)CCC4=C3C=CC(=C4)OC(=O)N(CCCl)CCCl.[Na+]. Drug 1: CC12CCC(CC1=CCC3C2CCC4(C3CC=C4C5=CN=CC=C5)C)O. Synergy scores: CSS=14.0, Synergy_ZIP=7.45, Synergy_Bliss=3.33, Synergy_Loewe=-0.133, Synergy_HSA=2.62. Cell line: OVCAR-8. (5) Drug 1: C1=CN(C(=O)N=C1N)C2C(C(C(O2)CO)O)O.Cl. Drug 2: CCCCC(=O)OCC(=O)C1(CC(C2=C(C1)C(=C3C(=C2O)C(=O)C4=C(C3=O)C=CC=C4OC)O)OC5CC(C(C(O5)C)O)NC(=O)C(F)(F)F)O. Cell line: SW-620. Synergy scores: CSS=55.5, Synergy_ZIP=-4.87, Synergy_Bliss=-6.17, Synergy_Loewe=-9.80, Synergy_HSA=-1.48.